Dataset: Full USPTO retrosynthesis dataset with 1.9M reactions from patents (1976-2016). Task: Predict the reactants needed to synthesize the given product. (1) Given the product [Cl:13][C:14]1[CH:15]=[C:16]([CH:17]=[CH:18][C:19]=1[Cl:20])[O:21][C:2]1[N:6]([CH3:7])[N:5]=[C:4]([CH:8]([F:10])[F:9])[C:3]=1[C:11]([OH:12])=[O:23], predict the reactants needed to synthesize it. The reactants are: Cl[C:2]1[N:6]([CH3:7])[N:5]=[C:4]([CH:8]([F:10])[F:9])[C:3]=1[CH:11]=[O:12].[Cl:13][C:14]1[CH:15]=[C:16]([OH:21])[CH:17]=[CH:18][C:19]=1[Cl:20].C(=O)([O-])[O-:23].[K+].[K+]. (2) Given the product [C:1]([C:3]1[CH:4]=[C:5]([CH:10]=[CH:11][C:12]=1[O:13][CH:25]([CH3:26])[CH3:14])[C:6]([O:8][CH3:9])=[O:7])#[N:2], predict the reactants needed to synthesize it. The reactants are: [C:1]([C:3]1[CH:4]=[C:5]([CH:10]=[CH:11][C:12]=1[OH:13])[C:6]([O:8][CH3:9])=[O:7])#[N:2].[C:14]([O-])([O-])=O.[K+].[K+].BrCC(O[CH2:25][CH3:26])=O.